From a dataset of NCI-60 drug combinations with 297,098 pairs across 59 cell lines. Regression. Given two drug SMILES strings and cell line genomic features, predict the synergy score measuring deviation from expected non-interaction effect. (1) Drug 1: C1CCN(CC1)CCOC2=CC=C(C=C2)C(=O)C3=C(SC4=C3C=CC(=C4)O)C5=CC=C(C=C5)O. Drug 2: C1C(C(OC1N2C=NC(=NC2=O)N)CO)O. Cell line: SF-539. Synergy scores: CSS=5.69, Synergy_ZIP=-3.18, Synergy_Bliss=-4.47, Synergy_Loewe=-12.6, Synergy_HSA=-6.86. (2) Drug 1: CC1C(C(CC(O1)OC2CC(OC(C2O)C)OC3=CC4=CC5=C(C(=O)C(C(C5)C(C(=O)C(C(C)O)O)OC)OC6CC(C(C(O6)C)O)OC7CC(C(C(O7)C)O)OC8CC(C(C(O8)C)O)(C)O)C(=C4C(=C3C)O)O)O)O. Drug 2: N.N.Cl[Pt+2]Cl. Cell line: RPMI-8226. Synergy scores: CSS=63.5, Synergy_ZIP=1.19, Synergy_Bliss=1.72, Synergy_Loewe=-2.18, Synergy_HSA=4.27. (3) Drug 1: CC1=C2C(C(=O)C3(C(CC4C(C3C(C(C2(C)C)(CC1OC(=O)C(C(C5=CC=CC=C5)NC(=O)OC(C)(C)C)O)O)OC(=O)C6=CC=CC=C6)(CO4)OC(=O)C)O)C)O. Drug 2: CC=C1C(=O)NC(C(=O)OC2CC(=O)NC(C(=O)NC(CSSCCC=C2)C(=O)N1)C(C)C)C(C)C. Cell line: BT-549. Synergy scores: CSS=24.4, Synergy_ZIP=-1.98, Synergy_Bliss=-2.20, Synergy_Loewe=-11.2, Synergy_HSA=-0.899. (4) Drug 1: C1CCC(C1)C(CC#N)N2C=C(C=N2)C3=C4C=CNC4=NC=N3. Drug 2: CNC(=O)C1=NC=CC(=C1)OC2=CC=C(C=C2)NC(=O)NC3=CC(=C(C=C3)Cl)C(F)(F)F. Cell line: OVCAR3. Synergy scores: CSS=22.6, Synergy_ZIP=-1.92, Synergy_Bliss=-1.77, Synergy_Loewe=-19.4, Synergy_HSA=-6.27.